Predict the reaction yield, written as a fraction of the theoretical maximum amount of product (1.0 means a 100% yield; for example, 0.34 means a 34% yield). From a dataset of Reaction yield outcomes from USPTO patents with 853,638 reactions. (1) The reactants are [C:1]1([CH2:11][C:12]([OH:14])=O)[C:10]2[C:5](=[CH:6][CH:7]=[CH:8][CH:9]=2)[CH:4]=[CH:3][CH:2]=1.C(Cl)(=O)C(Cl)=O.Cl.[F:22][C:23]1[CH:28]=[CH:27][C:26]([CH:29]([OH:43])[CH:30]([NH2:42])[CH2:31][C:32]2[CH:37]=[CH:36][C:35]([C:38]([F:41])([F:40])[F:39])=[CH:34][CH:33]=2)=[CH:25][CH:24]=1.C(=O)([O-])O.[Na+]. The catalyst is O1CCCC1.C(OCC)(=O)C.O.CN(C)C=O. The product is [F:22][C:23]1[CH:24]=[CH:25][C:26]([CH:29]([OH:43])[CH:30]([NH:42][C:12](=[O:14])[CH2:11][C:1]2[C:10]3[C:5](=[CH:6][CH:7]=[CH:8][CH:9]=3)[CH:4]=[CH:3][CH:2]=2)[CH2:31][C:32]2[CH:37]=[CH:36][C:35]([C:38]([F:41])([F:40])[F:39])=[CH:34][CH:33]=2)=[CH:27][CH:28]=1. The yield is 0.640. (2) The reactants are [C-:1]#[N:2].[Na+].[NH2:4][C:5]1[CH:10]=[CH:9][C:8]([OH:11])=[CH:7][C:6]=1[F:12].[C:13]1(=O)[CH2:16][CH2:15][CH2:14]1. The catalyst is C(O)(=O)C. The product is [F:12][C:6]1[CH:7]=[C:8]([OH:11])[CH:9]=[CH:10][C:5]=1[NH:4][C:13]1([C:1]#[N:2])[CH2:16][CH2:15][CH2:14]1. The yield is 0.580. (3) The reactants are [C]=O.[F:3][CH2:4][C:5]1([CH2:27][F:28])[CH:10]=[C:9](OS(C(F)(F)F)(=O)=O)[C:8]2[CH:19]=[C:20]([C:23]([F:26])([F:25])[F:24])[CH:21]=[CH:22][C:7]=2[O:6]1.[C:29]([O-:32])(=[O:31])C.[K+].[Cl-].[Li+].[OH-].[Na+].Cl. The catalyst is CN(C)C=O. The product is [F:3][CH2:4][C:5]1([CH2:27][F:28])[CH:10]=[C:9]([C:29]([OH:32])=[O:31])[C:8]2[CH:19]=[C:20]([C:23]([F:24])([F:25])[F:26])[CH:21]=[CH:22][C:7]=2[O:6]1. The yield is 0.760. (4) The reactants are FC(F)(F)C(O)=O.[CH3:8][O:9][C:10]1[CH:19]=[C:18]2[C:13]([N:14]=[CH:15][C:16]([NH2:20])=[N:17]2)=[CH:12][CH:11]=1.C(N(CC)CC)C.[C:28](N1C=CC=CC1=O)(N1C=CC=CC1=O)=[S:29]. The catalyst is C(Cl)Cl. The product is [N:20]([C:16]1[CH:15]=[N:14][C:13]2[C:18](=[CH:19][C:10]([O:9][CH3:8])=[CH:11][CH:12]=2)[N:17]=1)=[C:28]=[S:29]. The yield is 0.190. (5) The reactants are [F:1][C:2]1[N:7]=[CH:6][C:5]([NH2:8])=[CH:4][CH:3]=1.[C:9]([S-:11])#[N:10].[K+].BrBr.O. The catalyst is C(O)(=O)C. The product is [F:1][C:2]1[N:7]=[C:6]2[S:11][C:9]([NH2:10])=[N:8][C:5]2=[CH:4][CH:3]=1. The yield is 0.692.